From a dataset of Catalyst prediction with 721,799 reactions and 888 catalyst types from USPTO. Predict which catalyst facilitates the given reaction. (1) Reactant: [C:1]([N:5]=[C:6]=[O:7])([CH3:4])([CH3:3])[CH3:2].[CH:8]1[C:16]2[C:15]3[CH2:17][CH2:18][CH2:19][CH2:20][C:14]=3[O:13][C:12]=2[CH:11]=[CH:10][C:9]=1[NH2:21].N1C=CC=CC=1. Product: [C:1]([NH:5][C:6]([NH:21][C:9]1[CH:10]=[CH:11][C:12]2[O:13][C:14]3[CH2:20][CH2:19][CH2:18][CH2:17][C:15]=3[C:16]=2[CH:8]=1)=[O:7])([CH3:4])([CH3:3])[CH3:2]. The catalyst class is: 7. (2) Reactant: C1(S([N:10]2[C:18]3[C:13](=[CH:14][CH:15]=[C:16]([F:19])[CH:17]=3)[C:12]([C:20]3[CH:44]=[CH:43][C:23]4[N:24]=[C:25]([CH2:27][N:28]([C:36]([O:38][C:39]([CH3:42])([CH3:41])[CH3:40])=[O:37])[C:29](=[O:35])[O:30][C:31]([CH3:34])([CH3:33])[CH3:32])[O:26][C:22]=4[CH:21]=3)=[CH:11]2)(=O)=O)C=CC=CC=1.[OH-].[Na+].Cl. Product: [C:39]([O:38][C:36]([N:28]([CH2:27][C:25]1[O:26][C:22]2[CH:21]=[C:20]([C:12]3[C:13]4[C:18](=[CH:17][C:16]([F:19])=[CH:15][CH:14]=4)[NH:10][CH:11]=3)[CH:44]=[CH:43][C:23]=2[N:24]=1)[C:29](=[O:35])[O:30][C:31]([CH3:34])([CH3:33])[CH3:32])=[O:37])([CH3:40])([CH3:41])[CH3:42]. The catalyst class is: 5. (3) Reactant: [Cl:1][C:2]1[CH:7]=[CH:6][C:5](B(O)O)=[CH:4][CH:3]=1.[C:11]([O:15][C:16]([N:18]1[CH2:23][CH2:22][NH:21][CH:20]([CH2:24][C:25]([O:27][CH3:28])=[O:26])[CH2:19]1)=[O:17])([CH3:14])([CH3:13])[CH3:12].N1C=CC=CC=1. Product: [C:11]([O:15][C:16]([N:18]1[CH2:23][CH2:22][N:21]([C:5]2[CH:6]=[CH:7][C:2]([Cl:1])=[CH:3][CH:4]=2)[CH:20]([CH2:24][C:25]([O:27][CH3:28])=[O:26])[CH2:19]1)=[O:17])([CH3:14])([CH3:13])[CH3:12]. The catalyst class is: 221. (4) Reactant: Br.[C:2]([C:6]1[CH:11]=[CH:10][C:9]([CH:12]([C:20]2[CH:25]=[CH:24][C:23]([Cl:26])=[C:22]([O:27]C)[N:21]=2)[CH2:13][C@@H:14]2[NH:18][C:17](=[O:19])[CH2:16][CH2:15]2)=[CH:8][CH:7]=1)([CH3:5])([CH3:4])[CH3:3]. Product: [C:2]([C:6]1[CH:7]=[CH:8][C:9]([CH:12]([C:20]2[NH:21][C:22](=[O:27])[C:23]([Cl:26])=[CH:24][CH:25]=2)[CH2:13][C@H:14]2[CH2:15][CH2:16][C:17](=[O:19])[NH:18]2)=[CH:10][CH:11]=1)([CH3:5])([CH3:3])[CH3:4]. The catalyst class is: 12. (5) Reactant: [O:1]=[S:2]1(=[O:27])[CH2:6][C:5]2[CH:7]=[C:8]([C:11]3[CH:12]=[N:13][C:14]([O:25]C)=[C:15]4[C:20]=3[N:19]=[C:18]([C:21]([NH:23][CH3:24])=[O:22])[CH:17]=[CH:16]4)[CH:9]=[CH:10][C:4]=2[NH:3]1.Cl.N1C=CC=CC=1.C([O-])(O)=O.[Na+].ClCCl. Product: [O:27]=[S:2]1(=[O:1])[CH2:6][C:5]2[CH:7]=[C:8]([C:11]3[CH:12]=[N:13][C:14]([OH:25])=[C:15]4[C:20]=3[N:19]=[C:18]([C:21]([NH:23][CH3:24])=[O:22])[CH:17]=[CH:16]4)[CH:9]=[CH:10][C:4]=2[NH:3]1. The catalyst class is: 8. (6) Reactant: C1C=CC(P(C2C=CC=CC=2)C2C=CC=CC=2)=CC=1.II.[CH2:22]([O:29][N:30]1[C:36](=[O:37])[N:35]2[CH2:38][C@H:31]1[CH2:32][CH2:33][C@H:34]2[C:39]([NH:41][NH:42][C:43](=[O:55])[CH2:44][CH2:45][N:46]([CH3:54])[C:47](=[O:53])[O:48][C:49]([CH3:52])([CH3:51])[CH3:50])=O)[C:23]1[CH:28]=[CH:27][CH:26]=[CH:25][CH:24]=1. Product: [CH2:22]([O:29][N:30]1[C:36](=[O:37])[N:35]2[CH2:38][C@H:31]1[CH2:32][CH2:33][C@H:34]2[C:39]1[O:55][C:43]([CH2:44][CH2:45][N:46]([CH3:54])[C:47](=[O:53])[O:48][C:49]([CH3:50])([CH3:51])[CH3:52])=[N:42][N:41]=1)[C:23]1[CH:28]=[CH:27][CH:26]=[CH:25][CH:24]=1. The catalyst class is: 2.